This data is from Reaction yield outcomes from USPTO patents with 853,638 reactions. The task is: Predict the reaction yield, written as a fraction of the theoretical maximum amount of product (1.0 means a 100% yield; for example, 0.34 means a 34% yield). (1) The reactants are C([N:4]1[CH2:9][CH2:8][N:7]2[N:10]=[C:11]([NH:13][C:14]3[C:15](=[O:22])[N:16]([CH3:21])[CH:17]=[C:18]([Br:20])[CH:19]=3)[CH:12]=[C:6]2[CH2:5]1)(=O)C.[OH-].[Na+].C(O)C.C(OCC)(=O)C. The catalyst is O. The product is [Br:20][C:18]1[CH:19]=[C:14]([NH:13][C:11]2[CH:12]=[C:6]3[CH2:5][NH:4][CH2:9][CH2:8][N:7]3[N:10]=2)[C:15](=[O:22])[N:16]([CH3:21])[CH:17]=1. The yield is 0.910. (2) The reactants are C1CCN2C(=NCCC2)CC1.CN(C)C(N(C)C)=N.[CH2:20]([OH:30])[CH2:21][CH2:22][CH2:23][CH2:24][CH2:25][CH2:26][CH2:27][CH2:28][OH:29].[N+:31]([C:34]1[CH:41]=[CH:40][CH:39]=[C:38]([N+]([O-])=O)[C:35]=1[C:36]#[N:37])([O-:33])=[O:32]. No catalyst specified. The product is [OH:30][CH2:20][CH2:21][CH2:22][CH2:23][CH2:24][CH2:25][CH2:26][CH2:27][CH2:28][O:29][C:38]1[CH:39]=[CH:40][CH:41]=[C:34]([N+:31]([O-:33])=[O:32])[C:35]=1[C:36]#[N:37]. The yield is 0.307. (3) The reactants are [CH3:1][N:2]1[C:6]([NH:7][C:8](=[O:16])OC2C=CC=CC=2)=[CH:5][C:4]([C:17]([F:20])([F:19])[F:18])=[N:3]1.[CH3:21][O:22][C:23]1[CH:24]=[C:25]2[C:30](=[CH:31][C:32]=1[O:33][CH2:34][CH2:35][O:36][CH3:37])[N:29]=[CH:28][N:27]=[C:26]2[S:38][C:39]1[CH:40]=[C:41]([CH:43]=[CH:44][CH:45]=1)[NH2:42].C(N(CC)C(C)C)(C)C. The catalyst is C1COCC1. The product is [CH3:21][O:22][C:23]1[CH:24]=[C:25]2[C:30](=[CH:31][C:32]=1[O:33][CH2:34][CH2:35][O:36][CH3:37])[N:29]=[CH:28][N:27]=[C:26]2[S:38][C:39]1[CH:40]=[C:41]([NH:42][C:8]([NH:7][C:6]2[N:2]([CH3:1])[N:3]=[C:4]([C:17]([F:18])([F:19])[F:20])[CH:5]=2)=[O:16])[CH:43]=[CH:44][CH:45]=1. The yield is 0.150. (4) The reactants are [F:1][C:2]1[CH:7]=[CH:6][C:5]([C:8]2[O:9][C:10]3[CH:20]=[CH:19][C:18]([C:21]4[CH:22]=[C:23]([CH:27]=[CH:28][CH:29]=4)[C:24](O)=[O:25])=[CH:17][C:11]=3[C:12]=2[C:13](=[O:16])[NH:14][CH3:15])=[CH:4][CH:3]=1.CCN=C=NCCCN(C)C.Cl.[C:42]1([S:48]([NH2:51])(=[O:50])=[O:49])[CH:47]=[CH:46][CH:45]=[CH:44][CH:43]=1.ClCCCl. The catalyst is CN(C1C=CN=CC=1)C.CN(C=O)C. The product is [F:1][C:2]1[CH:7]=[CH:6][C:5]([C:8]2[O:9][C:10]3[CH:20]=[CH:19][C:18]([C:21]4[CH:29]=[CH:28][CH:27]=[C:23]([C:24](=[O:25])[NH:51][S:48]([C:42]5[CH:47]=[CH:46][CH:45]=[CH:44][CH:43]=5)(=[O:50])=[O:49])[CH:22]=4)=[CH:17][C:11]=3[C:12]=2[C:13]([NH:14][CH3:15])=[O:16])=[CH:4][CH:3]=1. The yield is 0.670. (5) The reactants are [CH3:1][O:2][CH2:3][CH2:4][CH2:5][O:6][C:7]1[CH:8]=[C:9]2[C:13](=[C:14]([NH:16][S:17]([C:20]3[CH:25]=[CH:24][CH:23]=[CH:22][N:21]=3)(=[O:19])=[O:18])[CH:15]=1)[NH:12][C:11]([C:26]([O:28][CH2:29][CH3:30])=[O:27])=[CH:10]2.[C:31](=O)([O-])[O-].[K+].[K+].CN(C)C=O.CI. The catalyst is O. The product is [CH3:1][O:2][CH2:3][CH2:4][CH2:5][O:6][C:7]1[CH:8]=[C:9]2[C:13](=[C:14]([N:16]([CH3:31])[S:17]([C:20]3[CH:25]=[CH:24][CH:23]=[CH:22][N:21]=3)(=[O:18])=[O:19])[CH:15]=1)[NH:12][C:11]([C:26]([O:28][CH2:29][CH3:30])=[O:27])=[CH:10]2. The yield is 0.880. (6) The reactants are C(C1CCC(C)CC1[O:11][C:12]([CH:14]1[CH2:18][CH:17]([CH2:19][C:20]2[CH:25]=[CH:24][CH:23]=[C:22]([F:26])[CH:21]=2)[CH2:16][N:15]1C(OC(C)(C)C)=O)=[O:13])(C)C.[ClH:34]. The catalyst is C1(C)C=CC=CC=1. The product is [ClH:34].[F:26][C:22]1[CH:21]=[C:20]([CH:25]=[CH:24][CH:23]=1)[CH2:19][C@@H:17]1[CH2:16][NH:15][C@H:14]([C:12]([OH:13])=[O:11])[CH2:18]1. The yield is 0.810. (7) The reactants are [CH3:1][C:2]1[CH:7]=[CH:6][C:5]([C:8]2[CH:13]=[C:12]([N:14]3[C:18]([CH3:19])=[N:17][N:16]=[N:15]3)[CH:11]=[C:10]([C:20]([OH:22])=O)[CH:9]=2)=[CH:4][CH:3]=1.C1C=CC2N(O)N=NC=2C=1.[CH3:33][O:34][CH2:35][CH:36]([NH2:38])[CH3:37].CN1C(=O)CCC1.CCN=C=NCCCN(C)C. The catalyst is C(Cl)Cl.CN(C=O)C. The product is [CH3:33][O:34][CH2:35][CH:36]([NH:38][C:20]([C:10]1[CH:9]=[C:8]([C:5]2[CH:6]=[CH:7][C:2]([CH3:1])=[CH:3][CH:4]=2)[CH:13]=[C:12]([N:14]2[C:18]([CH3:19])=[N:17][N:16]=[N:15]2)[CH:11]=1)=[O:22])[CH3:37]. The yield is 0.900. (8) The reactants are [Si:1]([O:8][CH:9]1[CH2:14][CH:13]([CH3:15])[CH2:12][C:11]([C:16]2[CH:21]=[CH:20][N:19]=[CH:18][C:17]=2[N+:22]([O-])=O)=[CH:10]1)([C:4]([CH3:7])([CH3:6])[CH3:5])([CH3:3])[CH3:2]. The catalyst is C(O)(=O)C.[Fe]. The product is [Si:1]([O:8][CH:9]1[CH2:14][CH:13]([CH3:15])[CH2:12][C:11]([C:16]2[CH:21]=[CH:20][N:19]=[CH:18][C:17]=2[NH2:22])=[CH:10]1)([C:4]([CH3:7])([CH3:5])[CH3:6])([CH3:3])[CH3:2]. The yield is 0.780. (9) The reactants are [Cl:1][C:2]1[CH:7]=[CH:6][C:5]([C:8]2[C:13]([C:14]([OH:16])=O)=[CH:12][N:11]=[CH:10][CH:9]=2)=[C:4]([F:17])[CH:3]=1.C(Cl)CCl.C1C=C[C:25]2N(O)N=[N:28][C:26]=2[CH:27]=1.CCN(C(C)C)C(C)C.CC(N)C. The catalyst is CN(C=O)C. The product is [Cl:1][C:2]1[CH:7]=[CH:6][C:5]([C:8]2[C:13]([C:14]([NH:28][CH:26]([CH3:27])[CH3:25])=[O:16])=[CH:12][N:11]=[CH:10][CH:9]=2)=[C:4]([F:17])[CH:3]=1. The yield is 1.00. (10) The reactants are [F:1][C:2]([F:29])([C:22]1[CH:27]=[CH:26][C:25]([F:28])=[CH:24][CH:23]=1)[C:3]1[N:12]=[C:11](SC)[C:10]2[C:5](=[CH:6][C:7]([N:15]3[CH2:19][C@H:18]([OH:20])[CH2:17][C:16]3=[O:21])=[CH:8][CH:9]=2)[N:4]=1.ClC1C=C(C=CC=1)C(OO)=O.[O-]S([O-])(=S)=O.[Na+].[Na+].C([O-])(O)=O.[Na+].[CH3:53][C:54]1[NH:58][N:57]=[C:56]([NH2:59])[CH:55]=1. The catalyst is C(Cl)Cl.CN(C=O)C.C1COCC1. The product is [F:1][C:2]([F:29])([C:22]1[CH:27]=[CH:26][C:25]([F:28])=[CH:24][CH:23]=1)[C:3]1[N:12]=[C:11]([NH:59][C:56]2[CH:55]=[C:54]([CH3:53])[NH:58][N:57]=2)[C:10]2[C:5](=[CH:6][C:7]([N:15]3[CH2:19][C@H:18]([OH:20])[CH2:17][C:16]3=[O:21])=[CH:8][CH:9]=2)[N:4]=1. The yield is 0.260.